Regression. Given a peptide amino acid sequence and an MHC pseudo amino acid sequence, predict their binding affinity value. This is MHC class I binding data. From a dataset of Peptide-MHC class I binding affinity with 185,985 pairs from IEDB/IMGT. The peptide sequence is MGKSMRPVY. The MHC is H-2-Dd with pseudo-sequence H-2-Dd. The binding affinity (normalized) is 0.